From a dataset of Full USPTO retrosynthesis dataset with 1.9M reactions from patents (1976-2016). Predict the reactants needed to synthesize the given product. The reactants are: [CH2:1]([N:5]([CH2:51][CH2:52][CH2:53][CH3:54])[C:6]([C:8]1[C:12]([Cl:13])=[C:11]([CH2:14][CH2:15][OH:16])[N:10]([C:17]2[CH:22]=[CH:21][C:20]([C:23](=[O:38])[NH:24][S:25]([C:28]3[CH:37]=[CH:36][C:35]4[C:30](=[CH:31][CH:32]=[CH:33][CH:34]=4)[CH:29]=3)(=[O:27])=[O:26])=[CH:19][C:18]=2[C:39]([N:41]2[CH2:50][CH2:49][C:48]3[C:43](=[CH:44][CH:45]=[CH:46][CH:47]=3)[CH2:42]2)=[O:40])[N:9]=1)=[O:7])[CH2:2][CH2:3][CH3:4].ClC(Cl)(Cl)[C:57]([N:59]=C=O)=[O:58].C([O-])([O-])=O.[K+].[K+].O. Given the product [C:57](=[O:58])([O:16][CH2:15][CH2:14][C:11]1[N:10]([C:17]2[CH:22]=[CH:21][C:20]([C:23](=[O:38])[NH:24][S:25]([C:28]3[CH:37]=[CH:36][C:35]4[C:30](=[CH:31][CH:32]=[CH:33][CH:34]=4)[CH:29]=3)(=[O:27])=[O:26])=[CH:19][C:18]=2[C:39]([N:41]2[CH2:50][CH2:49][C:48]3[C:43](=[CH:44][CH:45]=[CH:46][CH:47]=3)[CH2:42]2)=[O:40])[N:9]=[C:8]([C:6](=[O:7])[N:5]([CH2:1][CH2:2][CH2:3][CH3:4])[CH2:51][CH2:52][CH2:53][CH3:54])[C:12]=1[Cl:13])[NH2:59], predict the reactants needed to synthesize it.